From a dataset of Reaction yield outcomes from USPTO patents with 853,638 reactions. Predict the reaction yield, written as a fraction of the theoretical maximum amount of product (1.0 means a 100% yield; for example, 0.34 means a 34% yield). The reactants are C[O:2][C:3]1[CH:4]=[CH:5][C:6]2[S:10][C:9]([C:11]3[CH:12]=[C:13]([CH:19]=[CH:20][CH:21]=3)[C:14]([O:16][CH2:17][CH3:18])=[O:15])=[CH:8][C:7]=2[CH:22]=1.B(Br)(Br)Br. The catalyst is ClCCl. The product is [OH:2][C:3]1[CH:4]=[CH:5][C:6]2[S:10][C:9]([C:11]3[CH:12]=[C:13]([CH:19]=[CH:20][CH:21]=3)[C:14]([O:16][CH2:17][CH3:18])=[O:15])=[CH:8][C:7]=2[CH:22]=1. The yield is 0.320.